From a dataset of Forward reaction prediction with 1.9M reactions from USPTO patents (1976-2016). Predict the product of the given reaction. Given the reactants [CH3:1][S:2]([C:5]1[CH:10]=[CH:9][C:8]([N:11]2[CH:16]=[CH:15][C:14]([O:17][CH:18]3[CH2:23][CH2:22][N:21](C(OC(C)(C)C)=O)[CH2:20][CH2:19]3)=[CH:13][C:12]2=[O:31])=[CH:7][CH:6]=1)(=[O:4])=[O:3].[ClH:32], predict the reaction product. The product is: [ClH:32].[CH3:1][S:2]([C:5]1[CH:10]=[CH:9][C:8]([N:11]2[CH:16]=[CH:15][C:14]([O:17][CH:18]3[CH2:23][CH2:22][NH:21][CH2:20][CH2:19]3)=[CH:13][C:12]2=[O:31])=[CH:7][CH:6]=1)(=[O:3])=[O:4].